Dataset: Forward reaction prediction with 1.9M reactions from USPTO patents (1976-2016). Task: Predict the product of the given reaction. (1) Given the reactants [CH2:1]([O:8][C:9]1[C:10](=[O:17])[N:11]([CH3:16])[CH:12]=[C:13](Br)[CH:14]=1)[C:2]1[CH:7]=[CH:6][CH:5]=[CH:4][CH:3]=1.[C:18]1([C:27]2[CH:32]=[CH:31][CH:30]=[CH:29][CH:28]=2)[CH:23]=[CH:22][CH:21]=[C:20](B(O)O)[CH:19]=1.C(Cl)Cl.C([O-])([O-])=O.[Na+].[Na+], predict the reaction product. The product is: [CH2:1]([O:8][C:9]1[C:10](=[O:17])[N:11]([CH3:16])[CH:12]=[C:13]([C:29]2[CH:28]=[C:27]([C:18]3[CH:23]=[CH:22][CH:21]=[CH:20][CH:19]=3)[CH:32]=[CH:31][CH:30]=2)[CH:14]=1)[C:2]1[CH:7]=[CH:6][CH:5]=[CH:4][CH:3]=1. (2) Given the reactants [CH3:1][CH:2]1[CH2:7][CH2:6][N:5]([CH2:8][CH:9]=[C:10]2[CH2:18][CH2:17][CH2:16][C:15]3[N:14]([C:19]4[CH:24]=[CH:23][CH:22]=[CH:21][CH:20]=4)[N:13]=[CH:12][C:11]2=3)[CH2:4][CH2:3]1, predict the reaction product. The product is: [CH3:1][CH:2]1[CH2:7][CH2:6][N:5]([CH2:8][CH2:9][CH:10]2[CH2:18][CH2:17][CH2:16][C:15]3[N:14]([C:19]4[CH:20]=[CH:21][CH:22]=[CH:23][CH:24]=4)[N:13]=[CH:12][C:11]2=3)[CH2:4][CH2:3]1. (3) Given the reactants [ClH:1].Cl.Cl.[CH:4]([N:7]([CH2:21]/[CH:22]=[CH:23]/[C:24]1[CH:25]=[C:26]([CH:30]=[CH:31][CH:32]=1)[C:27]([NH2:29])=[NH:28])[C:8]1[CH:13]=[CH:12][C:11]([O:14][CH:15]2[CH2:20][CH2:19][NH:18][CH2:17][CH2:16]2)=[CH:10][CH:9]=1)([CH3:6])[CH3:5].Cl.[C:34](=[NH:39])(OCC)[CH3:35].C(N(CC)CC)C.Cl, predict the reaction product. The product is: [ClH:1].[ClH:1].[ClH:1].[C:34]([N:18]1[CH2:17][CH2:16][CH:15]([O:14][C:11]2[CH:10]=[CH:9][C:8]([N:7]([CH2:21]/[CH:22]=[CH:23]/[C:24]3[CH:25]=[C:26]([CH:30]=[CH:31][CH:32]=3)[C:27]([NH2:29])=[NH:28])[CH:4]([CH3:6])[CH3:5])=[CH:13][CH:12]=2)[CH2:20][CH2:19]1)(=[NH:39])[CH3:35]. (4) Given the reactants [Br:1][C:2]1[CH:36]=[CH:35][C:5]2[C:6]([NH:23][C:24]([NH:26][C:27]3[C:32]([Cl:33])=[CH:31][CH:30]=[CH:29][C:28]=3[Cl:34])=[O:25])=[C:7]([C:9]([NH:11][C@@H:12]([CH:17]3[CH2:22][CH2:21][CH2:20][CH2:19][CH2:18]3)[C:13]([O:15]C)=[O:14])=[O:10])[O:8][C:4]=2[CH:3]=1.Cl, predict the reaction product. The product is: [Br:1][C:2]1[CH:36]=[CH:35][C:5]2[C:6]([NH:23][C:24]([NH:26][C:27]3[C:28]([Cl:34])=[CH:29][CH:30]=[CH:31][C:32]=3[Cl:33])=[O:25])=[C:7]([C:9]([NH:11][C@@H:12]([CH:17]3[CH2:22][CH2:21][CH2:20][CH2:19][CH2:18]3)[C:13]([OH:15])=[O:14])=[O:10])[O:8][C:4]=2[CH:3]=1. (5) Given the reactants F[P-](F)(F)(F)(F)F.[N:8]1(O[P+](N(C)C)(N(C)C)N(C)C)[C:12]2C=CC=CC=2N=N1.[CH2:28]([C:35]1[N:39]([CH3:40])[N:38]=[C:37]([CH3:41])[C:36]=1[C:42]([OH:44])=O)[C:29]1[CH:34]=[CH:33][CH:32]=[CH:31][CH:30]=1.[C:45]12(NC)[CH2:54][CH:49]3[CH2:50][CH:51]([CH2:53][CH:47]([CH2:48]3)[CH2:46]1)[CH2:52]2.C1C=CC2N(O)N=NC=2C=1.CCN(C(C)C)C(C)C, predict the reaction product. The product is: [C:45]12([CH2:12][NH:8][C:42]([C:36]3[C:37]([CH3:41])=[N:38][N:39]([CH3:40])[C:35]=3[CH2:28][C:29]3[CH:30]=[CH:31][CH:32]=[CH:33][CH:34]=3)=[O:44])[CH2:46][CH:47]3[CH2:48][CH:49]([CH2:50][CH:51]([CH2:53]3)[CH2:52]1)[CH2:54]2. (6) Given the reactants [F:1][C:2]1[C:7]([C:8]([F:11])([F:10])[F:9])=[CH:6][CH:5]=[CH:4][C:3]=1[CH:12]1[CH2:17][CH2:16][NH:15][CH2:14][CH2:13]1.C(=O)([O-])[O-].[K+].[K+].Br[CH2:25][CH2:26][O:27][CH3:28].Cl, predict the reaction product. The product is: [F:1][C:2]1[C:7]([C:8]([F:9])([F:10])[F:11])=[CH:6][CH:5]=[CH:4][C:3]=1[CH:12]1[CH2:17][CH2:16][N:15]([CH2:25][CH2:26][O:27][CH3:28])[CH2:14][CH2:13]1. (7) Given the reactants [Cl:1][C:2]1[CH:7]=[CH:6][C:5]([NH:8][C:9](=O)[C:10]2[CH:15]=[CH:14][C:13]([CH:16]([CH3:18])[CH3:17])=[CH:12][CH:11]=2)=[CH:4][CH:3]=1.C([O:22][C:23]([C:25]1[C:29]([NH2:30])=[C:28]([C:31]2[CH:36]=[CH:35][CH:34]=[CH:33][CH:32]=2)[O:27][N:26]=1)=O)C.C([O-])([O-])=O.[K+].[K+], predict the reaction product. The product is: [Cl:1][C:2]1[CH:7]=[CH:6][C:5]([N:8]2[C:23](=[O:22])[C:25]3=[N:26][O:27][C:28]([C:31]4[CH:32]=[CH:33][CH:34]=[CH:35][CH:36]=4)=[C:29]3[N:30]=[C:9]2[C:10]2[CH:15]=[CH:14][C:13]([CH:16]([CH3:18])[CH3:17])=[CH:12][CH:11]=2)=[CH:4][CH:3]=1.